From a dataset of Forward reaction prediction with 1.9M reactions from USPTO patents (1976-2016). Predict the product of the given reaction. (1) Given the reactants [Cl:1][C:2]1[CH:7]=[C:6]([C:8]2[S:23][C:11]3[N:12]=[CH:13][N:14]=[C:15]([C:16]4[CH:17]=[C:18]([NH2:22])[CH:19]=[CH:20][CH:21]=4)[C:10]=3[CH:9]=2)[CH:5]=[CH:4][N:3]=1.N1C=CC=CC=1.[F:30][C:31]([F:42])([F:41])[C:32]1[CH:33]=[C:34]([CH:38]=[CH:39][CH:40]=1)[C:35](Cl)=[O:36], predict the reaction product. The product is: [Cl:1][C:2]1[CH:7]=[C:6]([C:8]2[S:23][C:11]3[N:12]=[CH:13][N:14]=[C:15]([C:16]4[CH:17]=[C:18]([NH:22][C:35](=[O:36])[C:34]5[CH:38]=[CH:39][CH:40]=[C:32]([C:31]([F:30])([F:41])[F:42])[CH:33]=5)[CH:19]=[CH:20][CH:21]=4)[C:10]=3[CH:9]=2)[CH:5]=[CH:4][N:3]=1. (2) Given the reactants [CH:1](NC(C)C)(C)[CH3:2].C([Li])CCC.[CH3:13][CH:14]1[CH2:18][CH2:17][O:16][C:15]1=[O:19].C(Br)=C, predict the reaction product. The product is: [CH3:13][C:14]1([CH:1]=[CH2:2])[CH2:18][CH2:17][O:16][C:15]1=[O:19]. (3) The product is: [Cl:30][C:7]1[C:8]([C:11]2[CH:16]=[CH:15][CH:14]=[CH:13][CH:12]=2)=[C:9]([CH3:10])[N:4]2[N:3]=[C:2]([CH3:1])[N:18]=[C:5]2[N:6]=1. Given the reactants [CH3:1][C:2]1[N:18]=[C:5]2[N:6]=[C:7](O)[C:8]([C:11]3[CH:16]=[CH:15][CH:14]=[CH:13][CH:12]=3)=[C:9]([CH3:10])[N:4]2[N:3]=1.CN(C)C1C=CC=CC=1.O=P(Cl)(Cl)[Cl:30], predict the reaction product. (4) Given the reactants [CH:1]([O:4][C:5]1[CH:13]=[CH:12][C:11]([S:14]([CH3:17])(=[O:16])=[O:15])=[CH:10][C:6]=1[C:7]([OH:9])=O)([CH3:3])[CH3:2].Cl.[CH2:19]([S:21]([C:24]1[S:28][C:27]([N:29]2[CH2:34][CH2:33][NH:32][CH2:31][CH2:30]2)=[N:26][CH:25]=1)(=[O:23])=[O:22])[CH3:20], predict the reaction product. The product is: [CH2:19]([S:21]([C:24]1[S:28][C:27]([N:29]2[CH2:30][CH2:31][N:32]([C:7]([C:6]3[CH:10]=[C:11]([S:14]([CH3:17])(=[O:16])=[O:15])[CH:12]=[CH:13][C:5]=3[O:4][CH:1]([CH3:2])[CH3:3])=[O:9])[CH2:33][CH2:34]2)=[N:26][CH:25]=1)(=[O:23])=[O:22])[CH3:20]. (5) Given the reactants [CH2:1]([C:9]1[CH:14]=[CH:13][C:12]([CH2:15][CH2:16]Br)=[CH:11][CH:10]=1)[CH2:2][CH2:3][CH2:4][CH2:5][CH2:6][CH2:7][CH3:8].[Na+].[I-:19], predict the reaction product. The product is: [CH2:1]([C:9]1[CH:14]=[CH:13][C:12]([CH2:15][CH2:16][I:19])=[CH:11][CH:10]=1)[CH2:2][CH2:3][CH2:4][CH2:5][CH2:6][CH2:7][CH3:8]. (6) Given the reactants F[C:2]1[N:12]=[CH:11][CH:10]=[CH:9][C:3]=1[C:4]([O:6][CH2:7][CH3:8])=[O:5].C(N(C(C)C)CC)(C)C.[F:22][C@H:23]1[CH2:27][CH2:26][NH:25][CH2:24]1, predict the reaction product. The product is: [F:22][C@H:23]1[CH2:27][CH2:26][N:25]([C:2]2[N:12]=[CH:11][CH:10]=[CH:9][C:3]=2[C:4]([O:6][CH2:7][CH3:8])=[O:5])[CH2:24]1. (7) Given the reactants [CH3:1][O:2][C:3](=[O:42])[C@@H:4]([NH:32][C@@H:33]([C:36]1[CH:41]=[CH:40][CH:39]=[CH:38][CH:37]=1)[CH2:34][CH3:35])[CH2:5][C:6]1[CH:31]=[CH:30][C:9]2[O:10][C@@H:11]([C:14]3[CH:19]=[CH:18][C:17]([O:20][CH2:21][C:22]4[CH:27]=[CH:26][C:25]([Cl:28])=[C:24]([Cl:29])[CH:23]=4)=[CH:16][CH:15]=3)[CH2:12][O:13][C:8]=2[CH:7]=1.[CH2:43]=O, predict the reaction product. The product is: [CH3:1][O:2][C:3]([C@@H:4]1[CH2:5][C:6]2[CH:7]=[C:8]3[O:13][CH2:12][C@H:11]([C:14]4[CH:15]=[CH:16][C:17]([O:20][CH2:21][C:22]5[CH:27]=[CH:26][C:25]([Cl:28])=[C:24]([Cl:29])[CH:23]=5)=[CH:18][CH:19]=4)[O:10][C:9]3=[CH:30][C:31]=2[CH2:43][N:32]1[C@@H:33]([C:36]1[CH:37]=[CH:38][CH:39]=[CH:40][CH:41]=1)[CH2:34][CH3:35])=[O:42]. (8) Given the reactants [N:1]1[C:10]2[C:5](=[CH:6][CH:7]=[CH:8][CH:9]=2)[N:4]=[CH:3][C:2]=1[C:11]([OH:13])=O.Cl.[NH2:15][C@@H:16]([C:18]1[C:23]([F:24])=[CH:22][C:21]([NH:25][S:26]([CH3:29])(=[O:28])=[O:27])=[C:20]([CH3:30])[CH:19]=1)[CH3:17].F[P-](F)(F)(F)(F)F.C[N+](C)=C(N(C)C)ON1C2N=CC=CC=2N=N1.C(N(CC)C(C)C)(C)C, predict the reaction product. The product is: [F:24][C:23]1[CH:22]=[C:21]([NH:25][S:26]([CH3:29])(=[O:28])=[O:27])[C:20]([CH3:30])=[CH:19][C:18]=1[C@H:16]([NH:15][C:11]([C:2]1[CH:3]=[N:4][C:5]2[C:10](=[CH:9][CH:8]=[CH:7][CH:6]=2)[N:1]=1)=[O:13])[CH3:17].